Dataset: Full USPTO retrosynthesis dataset with 1.9M reactions from patents (1976-2016). Task: Predict the reactants needed to synthesize the given product. (1) Given the product [Br:22][C:19]1[CH:20]=[CH:21][C:16]([NH:15][C:14]2[C:5]([C:3]([OH:4])=[O:2])=[CH:6][C:7]3[N:11]([CH3:12])[CH:10]=[N:9][C:8]=3[C:13]=2[Cl:24])=[C:17]([Cl:23])[CH:18]=1, predict the reactants needed to synthesize it. The reactants are: C[O:2][C:3]([C:5]1[C:14]([NH:15][C:16]2[CH:21]=[CH:20][C:19]([Br:22])=[CH:18][C:17]=2[Cl:23])=[C:13]([Cl:24])[C:8]2[N:9]=[CH:10][N:11]([CH3:12])[C:7]=2[CH:6]=1)=[O:4].C1COCC1.O.[OH-].[Na+].Cl. (2) Given the product [CH2:1]([CH:3]([C:6]1[C:7]2[N:8]([C:13]([C:17]3[N:21]4[CH:22]=[CH:23][CH:24]=[C:25]([CH2:26][O:27][CH3:31])[C:20]4=[N:19][C:18]=3[CH3:28])=[C:14]([CH3:16])[N:15]=2)[N:9]=[C:10]([CH3:12])[CH:11]=1)[CH2:4][CH3:5])[CH3:2], predict the reactants needed to synthesize it. The reactants are: [CH2:1]([CH:3]([C:6]1[C:7]2[N:8]([C:13]([C:17]3[N:21]4[CH:22]=[CH:23][CH:24]=[C:25]([CH2:26][OH:27])[C:20]4=[N:19][C:18]=3[CH3:28])=[C:14]([CH3:16])[N:15]=2)[N:9]=[C:10]([CH3:12])[CH:11]=1)[CH2:4][CH3:5])[CH3:2].[H-].[Na+].[CH3:31]I.